Dataset: Retrosynthesis with 50K atom-mapped reactions and 10 reaction types from USPTO. Task: Predict the reactants needed to synthesize the given product. (1) Given the product CCOC(=O)c1sc(NC(C)C)nc1C(F)(F)F, predict the reactants needed to synthesize it. The reactants are: CC(C)N.CCOC(=O)c1sc(Cl)nc1C(F)(F)F. (2) Given the product N#Cc1ccc(Br)c(CN2CCSCC2)c1, predict the reactants needed to synthesize it. The reactants are: C1CSCCN1.N#Cc1ccc(Br)c(CBr)c1. (3) Given the product CCOC(=O)C1(NC(=O)c2cccc3c2CCCC3)[C@@H](C)c2ccccc2[C@H]1C, predict the reactants needed to synthesize it. The reactants are: CCOC(=O)C1(N)[C@@H](C)c2ccccc2[C@H]1C.O=C(O)c1cccc2c1CCCC2. (4) Given the product CN(C)C(=O)c1cc2cnc(Nc3ccc(C(=O)N4CC5CCC(C4)N5C(=O)OC(C)(C)C)cn3)nc2n1C(C)(C)C, predict the reactants needed to synthesize it. The reactants are: CC(C)(C)OC(=O)N1C2CCC1CN(C(=O)c1ccc(N)nc1)C2.CN(C)C(=O)c1cc2cnc(Cl)nc2n1C(C)(C)C. (5) Given the product CN1CCN(c2cccc3c2C[C@H](NC(=O)c2ccc(Cl)cc2)CC3)CC1, predict the reactants needed to synthesize it. The reactants are: CN1CCN(c2cccc3c2C[C@H](N)CC3)CC1.O=C(Cl)c1ccc(Cl)cc1. (6) Given the product CN1CCC(OC(c2cccc(N3CCC(NC(=O)OC(C)(C)C)C3)c2)c2nc3ccccc3s2)CC1, predict the reactants needed to synthesize it. The reactants are: CC(C)(C)OC(=O)NC1CCNC1.CN1CCC(OC(c2cccc(I)c2)c2nc3ccccc3s2)CC1. (7) Given the product Cn1ncc(NC(=O)c2nc(C3CC3)cnc2Nc2cncnc2)c1C(=O)O, predict the reactants needed to synthesize it. The reactants are: CCOC(=O)c1c(NC(=O)c2nc(C3CC3)cnc2Nc2cncnc2)cnn1C. (8) The reactants are: CN1CCN(c2ccc(Nc3ncc(-c4csc(C(N)=O)c4)n4ncnc34)cc2)CC1.O=C([O-])[O-]. Given the product NC(=O)c1cc(-c2cnc(Nc3ccc(N4CCOCC4)cc3)c3ncnn23)cs1, predict the reactants needed to synthesize it.